This data is from CYP2D6 inhibition data for predicting drug metabolism from PubChem BioAssay. The task is: Regression/Classification. Given a drug SMILES string, predict its absorption, distribution, metabolism, or excretion properties. Task type varies by dataset: regression for continuous measurements (e.g., permeability, clearance, half-life) or binary classification for categorical outcomes (e.g., BBB penetration, CYP inhibition). Dataset: cyp2d6_veith. (1) The molecule is O=C(CSc1nnc(-c2ccccc2)n1-c1ccccc1)c1cccs1. The result is 1 (inhibitor). (2) The result is 0 (non-inhibitor). The drug is CCOC(=O)c1cn(-c2nc(-c3ccc(Cl)cc3)cs2)c2c(F)c(N3CC(C)OC(C)C3)c(F)cc2c1=O. (3) The drug is COc1cccc(C2=NOC(C(=O)NCCN3CCOCC3)C2)c1. The result is 0 (non-inhibitor). (4) The molecule is COc1ccc(-c2nn(-c3ccccc3)cc2/C=N/NC(=O)c2ccc3c(c2)OCO3)cc1. The result is 0 (non-inhibitor).